This data is from Forward reaction prediction with 1.9M reactions from USPTO patents (1976-2016). The task is: Predict the product of the given reaction. Given the reactants [N:1]1([C:6]([NH:8][C:9]([S:11][CH3:12])=[NH:10])=[O:7])[CH:5]=[CH:4]N=C1.[F:13][C:14]1[CH:21]=[CH:20]C(CN)=[CH:16][CH:15]=1, predict the reaction product. The product is: [F:13][C:14]1[CH:21]=[CH:20][C:4]([CH2:5][NH:1][C:6]([NH:8][C:9]([S:11][CH3:12])=[NH:10])=[O:7])=[CH:16][CH:15]=1.